This data is from Reaction yield outcomes from USPTO patents with 853,638 reactions. The task is: Predict the reaction yield, written as a fraction of the theoretical maximum amount of product (1.0 means a 100% yield; for example, 0.34 means a 34% yield). (1) The reactants are [CH3:1][C:2]1[NH:7][C:6](=[O:8])[C:5]([C:9]#[N:10])=[C:4]([CH2:11][CH2:12][CH3:13])[CH:3]=1. The catalyst is CO.N.[Ni]. The product is [NH2:10][CH2:9][C:5]1[C:6](=[O:8])[NH:7][C:2]([CH3:1])=[CH:3][C:4]=1[CH2:11][CH2:12][CH3:13]. The yield is 0.920. (2) The reactants are Cl.[NH2:2][CH2:3][C:4]1[CH:13]=[CH:12][C:7]([C:8]([O:10][CH3:11])=[O:9])=[CH:6][CH:5]=1.C(N(CC)CC)C.O.ON1C2C=CC=CC=2N=N1.[NH2:32][C:33]1[CH:41]=[CH:40][C:39]([I:42])=[CH:38][C:34]=1[C:35](O)=[O:36].Cl.CN(C)CCCN=C=NCC. The catalyst is CN(C)C=O. The yield is 0.700. The product is [NH2:32][C:33]1[CH:41]=[CH:40][C:39]([I:42])=[CH:38][C:34]=1[C:35]([NH:2][CH2:3][C:4]1[CH:5]=[CH:6][C:7]([C:8]([O:10][CH3:11])=[O:9])=[CH:12][CH:13]=1)=[O:36]. (3) The product is [C:11]([C:9]1[CH:10]=[C:5]([CH:6]=[C:7]([C:16]([CH3:19])([CH3:18])[CH3:17])[C:8]=1[OH:15])[CH2:4][NH2:3])([CH3:14])([CH3:13])[CH3:12]. The yield is 0.970. The reactants are C([NH:3][CH2:4][C:5]1[CH:10]=[C:9]([C:11]([CH3:14])([CH3:13])[CH3:12])[C:8]([OH:15])=[C:7]([C:16]([CH3:19])([CH3:18])[CH3:17])[CH:6]=1)=O.N. The catalyst is O1CCOCC1.Cl.O. (4) The reactants are [N+:1]([C:4]1[CH:5]=[C:6]2[C:11](=[CH:12][CH:13]=1)[NH:10][C:9](=O)[NH:8][C:7]2=O)([O-:3])=[O:2].P(Cl)(Cl)([Cl:18])=O.C(N(C(C)C)C=O)(C)C.[C:30]12([NH2:40])[CH2:39][CH:34]3[CH2:35][CH:36]([CH2:38][CH:32]([CH2:33]3)[CH2:31]1)[CH2:37]2.C(N(CC)CC)C. The catalyst is O. The product is [C:30]12([NH:40][C:7]3[C:6]4[C:11](=[CH:12][CH:13]=[C:4]([N+:1]([O-:3])=[O:2])[CH:5]=4)[N:10]=[C:9]([Cl:18])[N:8]=3)[CH2:37][CH:36]3[CH2:35][CH:34]([CH2:33][CH:32]([CH2:38]3)[CH2:31]1)[CH2:39]2. The yield is 0.207. (5) The reactants are C(N(CC)CC)C.[C:8]([O:17]CC)(=O)[C:9]#[C:10][C:11]([O:13][CH2:14][CH3:15])=[O:12].Cl.[CH:21](=[NH:23])[NH2:22]. The yield is 0.730. The product is [OH:17][C:8]1[N:23]=[CH:21][N:22]=[C:10]([C:11]([O:13][CH2:14][CH3:15])=[O:12])[CH:9]=1. The catalyst is CC#N.